This data is from Full USPTO retrosynthesis dataset with 1.9M reactions from patents (1976-2016). The task is: Predict the reactants needed to synthesize the given product. (1) Given the product [F:39][C:2]([F:1])([F:40])[C@H:3]([N:26]1[CH2:30][CH2:29][C@H:28]([NH2:31])[CH2:27]1)[C:4]1[CH:5]=[CH:6][C:7]2[N:8]([C:10]([C:13]3[CH:22]=[CH:21][C:20]4[C:15](=[CH:16][C:17]([O:24][CH3:25])=[C:18]([CH3:23])[CH:19]=4)[N:14]=3)=[N:11][N:12]=2)[CH:9]=1, predict the reactants needed to synthesize it. The reactants are: [F:1][C:2]([F:40])([F:39])[C@H:3]([N:26]1[CH2:30][CH2:29][C@H:28]([NH:31]C(=O)OC(C)(C)C)[CH2:27]1)[C:4]1[CH:5]=[CH:6][C:7]2[N:8]([C:10]([C:13]3[CH:22]=[CH:21][C:20]4[C:15](=[CH:16][C:17]([O:24][CH3:25])=[C:18]([CH3:23])[CH:19]=4)[N:14]=3)=[N:11][N:12]=2)[CH:9]=1. (2) Given the product [F:1][C:2]1[CH:7]=[C:6]([F:8])[CH:5]=[CH:4][C:3]=1[C:9]1[CH:10]=[C:11]([I:21])[C:12]([O:20][C:22](=[O:24])[CH3:23])=[C:13]([C:14]([O:16][CH2:17][CH3:18])=[O:15])[CH:19]=1, predict the reactants needed to synthesize it. The reactants are: [F:1][C:2]1[CH:7]=[C:6]([F:8])[CH:5]=[CH:4][C:3]=1[C:9]1[CH:19]=[C:13]([C:14]([O:16][CH2:17][CH3:18])=[O:15])[C:12]([OH:20])=[C:11]([I:21])[CH:10]=1.[C:22](OC(=O)C)(=[O:24])[CH3:23]. (3) Given the product [CH2:1]([C:5]12[C:18]3[C:13](=[CH:14][C:15]([OH:19])=[CH:16][CH:17]=3)[CH2:12][CH2:11][C:10]1=[C:9]([CH3:21])[C:8](=[O:22])[CH2:7][CH2:6]2)[CH2:2][CH2:3][CH3:4], predict the reactants needed to synthesize it. The reactants are: [CH2:1]([C:5]12[C:18]3[C:13](=[CH:14][C:15]([O:19]C)=[CH:16][CH:17]=3)[CH2:12][CH2:11][C:10]1=[C:9]([CH3:21])[C:8](=[O:22])[CH2:7][CH2:6]2)[CH2:2][CH2:3][CH3:4].B(Br)(Br)Br. (4) The reactants are: [C:1]([O-:12])(=O)[C:2]1[C:3](=[CH:7][CH:8]=[CH:9][CH:10]=1)[C:4]([O-:6])=O.[K+].[K+].[Br:15][CH2:16][CH2:17][CH2:18][CH2:19][CH2:20][CH2:21]Br.C(O)(=O)CC(CC(O)=O)(C(O)=O)O.C[N:37](C)C=O. Given the product [Br:15][CH2:16][CH2:17][CH2:18][CH2:19][CH2:20][CH2:21][N:37]1[C:1](=[O:12])[C:2]2[C:3](=[CH:7][CH:8]=[CH:9][CH:10]=2)[C:4]1=[O:6], predict the reactants needed to synthesize it. (5) Given the product [Cl:29][C:16]1[C:15]([O:30][CH3:31])=[C:14]([NH:13][C:2]2[N:7]=[C:6]([Cl:8])[C:5]([C:9]([F:12])([F:11])[F:10])=[CH:4][N:3]=2)[CH:28]=[CH:27][C:17]=1[CH2:18][P:19](=[O:26])([O:23][CH2:24][CH3:25])[O:20][CH2:21][CH3:22], predict the reactants needed to synthesize it. The reactants are: Cl[C:2]1[N:7]=[C:6]([Cl:8])[C:5]([C:9]([F:12])([F:11])[F:10])=[CH:4][N:3]=1.[NH2:13][C:14]1[CH:28]=[CH:27][C:17]([CH2:18][P:19](=[O:26])([O:23][CH2:24][CH3:25])[O:20][CH2:21][CH3:22])=[C:16]([Cl:29])[C:15]=1[O:30][CH3:31].CN1C=CN=C1. (6) The reactants are: [CH2:1]([O:8][C@@H:9]1[C@@H:18]([O:19][CH2:20][C:21]2[CH:26]=[CH:25][CH:24]=[CH:23][CH:22]=2)[C@@H:17]([O:27][CH2:28][C:29]2[CH:34]=[CH:33][CH:32]=[CH:31][CH:30]=2)[C@@H:16]([CH2:35][OH:36])[O:15][C@@H:10]1[O:11][CH2:12][CH:13]=[CH2:14])[C:2]1[CH:7]=[CH:6][CH:5]=[CH:4][CH:3]=1.[H-].[Na+].CC1C=CC(S(O[CH2:50][CH2:51][CH2:52][CH2:53][CH2:54][CH2:55][N:56]=[N+:57]=[N-:58])(=O)=O)=CC=1. Given the product [N:56]([CH2:55][CH2:54][CH2:53][CH2:52][CH2:51][CH2:50][CH:35]([OH:36])[C@H:16]1[O:15][C@H:10]([O:11][CH2:12][CH:13]=[CH2:14])[C@H:9]([O:8][CH2:1][C:2]2[CH:7]=[CH:6][CH:5]=[CH:4][CH:3]=2)[C@@H:18]([O:19][CH2:20][C:21]2[CH:26]=[CH:25][CH:24]=[CH:23][CH:22]=2)[C@H:17]1[O:27][CH2:28][C:29]1[CH:34]=[CH:33][CH:32]=[CH:31][CH:30]=1)=[N+:57]=[N-:58], predict the reactants needed to synthesize it. (7) Given the product [CH:8]1([NH:7][C:5]([C:4]2[CH:11]=[CH:12][C:13]([C:14]([F:15])([F:16])[F:17])=[C:2]([NH:1][C:24](=[O:25])[C:23]3[CH:27]=[C:19]([F:18])[CH:20]=[CH:21][C:22]=3[N+:28]([O-:30])=[O:29])[CH:3]=2)=[O:6])[CH2:9][CH2:10]1, predict the reactants needed to synthesize it. The reactants are: [NH2:1][C:2]1[CH:3]=[C:4]([CH:11]=[CH:12][C:13]=1[C:14]([F:17])([F:16])[F:15])[C:5]([NH:7][CH:8]1[CH2:10][CH2:9]1)=[O:6].[F:18][C:19]1[CH:20]=[CH:21][C:22]([N+:28]([O-:30])=[O:29])=[C:23]([CH:27]=1)[C:24](O)=[O:25]. (8) Given the product [F:1][C:2]([F:19])([F:18])[S:3]([NH:6][C:7]1[CH:17]=[CH:16][C:10]([C:11]([NH:21][NH2:22])=[O:12])=[CH:9][CH:8]=1)(=[O:5])=[O:4], predict the reactants needed to synthesize it. The reactants are: [F:1][C:2]([F:19])([F:18])[S:3]([NH:6][C:7]1[CH:17]=[CH:16][C:10]([C:11](OCC)=[O:12])=[CH:9][CH:8]=1)(=[O:5])=[O:4].O.[NH2:21][NH2:22]. (9) Given the product [ClH:38].[C:28]1([C:27]2[C:18]([C:15]3[CH:14]=[CH:13][C:12]([C:8]4([NH2:7])[CH2:11][CH2:10][CH2:9]4)=[CH:17][CH:16]=3)=[N:19][C:20]3[CH:21]=[CH:22][N:23]4[CH:36]=[N:35][N:34]=[C:24]4[C:25]=3[CH:26]=2)[CH:33]=[CH:32][CH:31]=[CH:30][CH:29]=1, predict the reactants needed to synthesize it. The reactants are: C(OC(=O)[NH:7][C:8]1([C:12]2[CH:17]=[CH:16][C:15]([C:18]3[C:27]([C:28]4[CH:33]=[CH:32][CH:31]=[CH:30][CH:29]=4)=[CH:26][C:25]4[C:24]5=[N:34][N:35]=[CH:36][N:23]5[CH:22]=[CH:21][C:20]=4[N:19]=3)=[CH:14][CH:13]=2)[CH2:11][CH2:10][CH2:9]1)(C)(C)C.[ClH:38].CCOC(C)=O. (10) Given the product [F:24][C:25]1[CH:30]=[C:29]([F:31])[CH:28]=[CH:27][C:26]=1[S:32]([NH:1][C:2]1[CH:7]=[N:6][CH:5]=[C:4]([C:8]2[S:12][C:11]([C:13]3[CH:14]=[C:15]4[C:19](=[CH:20][CH:21]=3)[C:18](=[O:22])[N:17]([CH3:23])[CH2:16]4)=[N:10][CH:9]=2)[CH:3]=1)(=[O:34])=[O:33], predict the reactants needed to synthesize it. The reactants are: [NH2:1][C:2]1[CH:3]=[C:4]([C:8]2[S:12][C:11]([C:13]3[CH:14]=[C:15]4[C:19](=[CH:20][CH:21]=3)[C:18](=[O:22])[N:17]([CH3:23])[CH2:16]4)=[N:10][CH:9]=2)[CH:5]=[N:6][CH:7]=1.[F:24][C:25]1[CH:30]=[C:29]([F:31])[CH:28]=[CH:27][C:26]=1[S:32](Cl)(=[O:34])=[O:33].